From a dataset of Retrosynthesis with 50K atom-mapped reactions and 10 reaction types from USPTO. Predict the reactants needed to synthesize the given product. (1) Given the product CC1OCC(c2cc(Br)ccc2F)(C(F)F)NC1=O, predict the reactants needed to synthesize it. The reactants are: CC(Cl)C(=O)NC(CO)(c1cc(Br)ccc1F)C(F)F. (2) Given the product Nc1cccc(N2C(=O)CNC2=O)c1, predict the reactants needed to synthesize it. The reactants are: O=C1CNC(=O)N1c1cccc([N+](=O)[O-])c1. (3) Given the product C#CCCCNC(=O)[C@H](CC)NC(=O)C(F)(F)F, predict the reactants needed to synthesize it. The reactants are: C#CCCCN.CC[C@H](NC(=O)C(F)(F)F)C(=O)O. (4) Given the product CCOC(=O)c1ccc(NCCCCCCCCCCC(=O)CCCC(C)(C)C)cc1, predict the reactants needed to synthesize it. The reactants are: CC(C)(C)CCCC(=O)CCCCCCCCCCBr.CCOC(=O)c1ccc(N)cc1. (5) Given the product CC(C)[C@@H](CO)N=Cc1ccccc1, predict the reactants needed to synthesize it. The reactants are: CC(C)[C@H](N)CO.O=Cc1ccccc1.